From a dataset of Full USPTO retrosynthesis dataset with 1.9M reactions from patents (1976-2016). Predict the reactants needed to synthesize the given product. (1) Given the product [CH3:1][S:2]([O:6][CH2:7][C@@H:8]([NH:10][C:11]([O:12][C:13]([CH3:16])([CH3:15])[CH3:14])=[O:17])[CH3:9])(=[O:4])=[O:3], predict the reactants needed to synthesize it. The reactants are: [CH3:1][S:2](Cl)(=[O:4])=[O:3].[OH:6][CH2:7][C@@H:8]([NH:10][C:11](=[O:17])[O:12][C:13]([CH3:16])([CH3:15])[CH3:14])[CH3:9].C(N(CC)CC)C.[Cl-].[NH4+]. (2) Given the product [Cl:29][C:23](=[O:25])[CH2:22][CH2:21][C:14]1[CH:13]=[CH:12][C:11]([C:8]2[CH:9]=[CH:10][C:5]([C:3]([O:2][CH3:1])=[O:4])=[CH:6][CH:7]=2)=[C:20]2[C:15]=1[CH:16]=[CH:17][CH:18]=[N:19]2, predict the reactants needed to synthesize it. The reactants are: [CH3:1][O:2][C:3]([C:5]1[CH:10]=[CH:9][C:8]([C:11]2[CH:12]=[CH:13][C:14]([CH2:21][CH2:22][C:23]([OH:25])=O)=[C:15]3[C:20]=2[N:19]=[CH:18][CH:17]=[CH:16]3)=[CH:7][CH:6]=1)=[O:4].C(Cl)(=O)C([Cl:29])=O.C1(C)C=CC=CC=1. (3) Given the product [F:19][C:16]1[CH:17]=[CH:18][C:13]([NH:12][C:4]2[N:3]=[C:2]([N:23]3[CH:24]=[CH:25][C:21]([CH3:20])=[N:22]3)[N:10]=[C:9]3[C:5]=2[N:6]=[CH:7][N:8]3[CH3:11])=[CH:14][CH:15]=1, predict the reactants needed to synthesize it. The reactants are: Cl[C:2]1[N:10]=[C:9]2[C:5]([N:6]=[CH:7][N:8]2[CH3:11])=[C:4]([NH:12][C:13]2[CH:18]=[CH:17][C:16]([F:19])=[CH:15][CH:14]=2)[N:3]=1.[CH3:20][C:21]1[CH:25]=[CH:24][NH:23][N:22]=1.